Predict the reaction yield, written as a fraction of the theoretical maximum amount of product (1.0 means a 100% yield; for example, 0.34 means a 34% yield). From a dataset of Reaction yield outcomes from USPTO patents with 853,638 reactions. The reactants are [CH3:1][S:2][C:3]1[CH:8]=[CH:7][CH:6]=[CH:5][C:4]=1[OH:9].Br[C:11]([CH3:18])([CH3:17])[C:12]([O:14][CH2:15][CH3:16])=[O:13].C([O-])([O-])=O.[K+].[K+].O. The catalyst is C(Cl)(Cl)Cl. The product is [CH3:17][C:11]([O:9][C:4]1[CH:5]=[CH:6][CH:7]=[CH:8][C:3]=1[S:2][CH3:1])([CH3:18])[C:12]([O:14][CH2:15][CH3:16])=[O:13]. The yield is 0.630.